This data is from Full USPTO retrosynthesis dataset with 1.9M reactions from patents (1976-2016). The task is: Predict the reactants needed to synthesize the given product. (1) The reactants are: [CH2:1]([O:8][C:9]1[CH:14]=[N:13][N:12]([CH2:15][C:16]([C:18]2[CH:23]=[CH:22][C:21]([CH2:24]O)=[CH:20][CH:19]=2)=[O:17])[C:11](=[O:26])[CH:10]=1)[C:2]1[CH:7]=[CH:6][CH:5]=[CH:4][CH:3]=1.P(Br)(Br)[Br:28]. Given the product [CH2:1]([O:8][C:9]1[CH:14]=[N:13][N:12]([CH2:15][C:16]([C:18]2[CH:23]=[CH:22][C:21]([CH2:24][Br:28])=[CH:20][CH:19]=2)=[O:17])[C:11](=[O:26])[CH:10]=1)[C:2]1[CH:7]=[CH:6][CH:5]=[CH:4][CH:3]=1, predict the reactants needed to synthesize it. (2) Given the product [OH:38][C:25]1[C:24](=[O:23])[N:13]([C:14]2[N:15]=[N:16][C:17]([CH3:20])=[CH:18][CH:19]=2)[CH:9]([C:8]2[CH:11]=[CH:12][C:5]([O:4][CH:1]([CH3:3])[CH3:2])=[CH:6][CH:7]=2)[C:26]=1[C:27](=[O:28])[C:29]1[CH:34]=[CH:33][C:32]([CH:35]([CH3:37])[CH3:36])=[CH:31][CH:30]=1, predict the reactants needed to synthesize it. The reactants are: [CH:1]([O:4][C:5]1[CH:12]=[CH:11][C:8]([CH:9]=O)=[CH:7][CH:6]=1)([CH3:3])[CH3:2].[NH2:13][C:14]1[N:15]=[N:16][C:17]([CH3:20])=[CH:18][CH:19]=1.C([O:23][C:24](=O)[C:25]([OH:38])=[CH:26][C:27]([C:29]1[CH:34]=[CH:33][C:32]([CH:35]([CH3:37])[CH3:36])=[CH:31][CH:30]=1)=[O:28])C. (3) Given the product [Cl:22][C:23]1[CH:24]=[C:25]([CH2:30][C:31]([O:33][CH3:34])=[O:32])[CH:26]=[CH:27][C:28]=1[NH:29][C:13]([C:6]1[C:7]2[C:12](=[CH:11][CH:10]=[CH:9][CH:8]=2)[N:4]([CH:1]([CH3:2])[CH3:3])[CH:5]=1)=[O:15], predict the reactants needed to synthesize it. The reactants are: [CH:1]([N:4]1[C:12]2[C:7](=[CH:8][CH:9]=[CH:10][CH:11]=2)[C:6]([C:13]([OH:15])=O)=[CH:5]1)([CH3:3])[CH3:2].C(Cl)(=O)C(Cl)=O.[Cl:22][C:23]1[CH:24]=[C:25]([CH2:30][C:31]([O:33][CH3:34])=[O:32])[CH:26]=[CH:27][C:28]=1[NH2:29].C(N(CC)CC)C. (4) Given the product [S:1]1[C:5]2[CH:6]=[CH:7][CH:8]=[CH:9][C:4]=2[N:3]=[C:2]1[NH:10][C:11](=[O:12])[CH2:20][C:19]#[N:18], predict the reactants needed to synthesize it. The reactants are: [S:1]1[C:5]2[CH:6]=[CH:7][CH:8]=[CH:9][C:4]=2[N:3]=[C:2]1[NH:10][C:11](N1C=CN=C1)=[O:12].[NH2:18][CH2:19][C:20]#N.CC(OCC1C2C(=CC=CC=2)C(COC(C)=O)=C2C=1C=CC=C2)=O. (5) Given the product [CH3:1][N:2]1[C:10]2[C:5](=[CH:6][CH:7]=[C:8]([CH3:11])[CH:9]=2)[CH:4]=[C:3]1[Si:19]([CH2:20][CH3:21])([CH2:24][CH3:25])[CH2:22][CH3:23], predict the reactants needed to synthesize it. The reactants are: [CH3:1][N:2]1[C:10]2[C:5](=[CH:6][CH:7]=[C:8]([CH2:11][Si](CC)(CC)CC)[CH:9]=2)[CH:4]=[C:3]1[Si:19]([CH2:24][CH3:25])([CH2:22][CH3:23])[CH2:20][CH3:21].[Na+].[Cl-]. (6) Given the product [S:1]1[C:5]2[CH:6]=[C:7]([N:10]3[CH2:14][CH2:13][N:12]([C:15]4[CH:16]=[N:17][CH:18]=[CH:19][C:20]=4[CH2:21][NH:44][C:41]4[CH:40]=[C:39]([CH3:38])[NH:43][N:42]=4)[C:11]3=[O:23])[CH:8]=[CH:9][C:4]=2[N:3]=[CH:2]1, predict the reactants needed to synthesize it. The reactants are: [S:1]1[C:5]2[CH:6]=[C:7]([N:10]3[CH2:14][CH2:13][N:12]([C:15]4[CH:16]=[N:17][CH:18]=[CH:19][C:20]=4[CH:21]=O)[C:11]3=[O:23])[CH:8]=[CH:9][C:4]=2[N:3]=[CH:2]1.[BH-](OC(C)=O)(OC(C)=O)OC(C)=O.[Na+].[CH3:38][C:39]1[NH:43][N:42]=[C:41]([NH2:44])[CH:40]=1.